This data is from Full USPTO retrosynthesis dataset with 1.9M reactions from patents (1976-2016). The task is: Predict the reactants needed to synthesize the given product. (1) The reactants are: [CH3:1][C@@H:2]([C@@H:9]1[C@@:13]2([CH3:36])[CH2:14][CH2:15][C@@H:16]3[C@@:21]4([CH3:35])[CH2:22][CH2:23][C@H:24]([O:26]C(NCCN(C)C)=O)[CH2:25][C:20]4=[CH:19][CH2:18][C@H:17]3[C@@H:12]2[CH2:11][CH2:10]1)[CH2:3][CH2:4][CH2:5][CH:6]([CH3:8])[CH3:7].Cl.IC. Given the product [CH3:8][CH:6]([CH2:5][CH2:4][CH2:3][C@H:2]([C@@H:9]1[C@:13]2([CH3:36])[C@H:12]([C@H:17]3[C@H:16]([CH2:15][CH2:14]2)[C@:21]2([CH3:35])[C:20]([CH2:25][C@H:24]([CH2:23][CH2:22]2)[OH:26])=[CH:19][CH2:18]3)[CH2:11][CH2:10]1)[CH3:1])[CH3:7], predict the reactants needed to synthesize it. (2) Given the product [N:11]1([CH2:15][C:16]([CH3:26])([CH3:17])[O:18][C:19]2[CH:20]=[CH:21][C:22]([NH:25][C:2]3[C:3](=[O:10])[N:4]([CH3:9])[N:5]=[C:6]([Cl:8])[CH:7]=3)=[N:23][CH:24]=2)[CH2:14][CH2:13][CH2:12]1, predict the reactants needed to synthesize it. The reactants are: Br[C:2]1[C:3](=[O:10])[N:4]([CH3:9])[N:5]=[C:6]([Cl:8])[CH:7]=1.[N:11]1([CH2:15][C:16]([CH3:26])([O:18][C:19]2[CH:20]=[CH:21][C:22]([NH2:25])=[N:23][CH:24]=2)[CH3:17])[CH2:14][CH2:13][CH2:12]1.CC1(C)C2C(=C(P(C3C=CC=CC=3)C3C=CC=CC=3)C=CC=2)OC2C(P(C3C=CC=CC=3)C3C=CC=CC=3)=CC=CC1=2.C([O-])([O-])=O.[Cs+].[Cs+]. (3) Given the product [Cl:17][C:18]1[CH:26]=[CH:25][C:21]([C:22]([F:8])=[O:23])=[C:20]([NH:27][CH2:28][C:29]2[CH:34]=[CH:33][CH:32]=[CH:31][N:30]=2)[N:19]=1, predict the reactants needed to synthesize it. The reactants are: C(N(CC)CC)C.[F:8]N1N=C(F)C=C(F)N1.[Cl:17][C:18]1[CH:26]=[CH:25][C:21]([C:22](O)=[O:23])=[C:20]([NH:27][CH2:28][C:29]2[CH:34]=[CH:33][CH:32]=[CH:31][N:30]=2)[N:19]=1. (4) Given the product [F:37][C:4]1[CH:3]=[C:2]([NH:1][C:51]([C:47]2[C:46](=[O:54])[N:45]([C:42]3[CH:41]=[CH:40][C:39]([F:38])=[CH:44][CH:43]=3)[CH:50]=[CH:49][N:48]=2)=[O:53])[CH:36]=[CH:35][C:5]=1[O:6][C:7]1[CH:12]=[CH:11][N:10]=[C:9]2[NH:13][N:14]=[C:15]([NH:16][CH:17]3[CH2:23][CH:22]4[N:24]([CH3:25])[CH:19]([CH2:20][CH2:21]4)[CH2:18]3)[C:8]=12, predict the reactants needed to synthesize it. The reactants are: [NH2:1][C:2]1[CH:36]=[CH:35][C:5]([O:6][C:7]2[CH:12]=[CH:11][N:10]=[C:9]3[N:13](CC4C=CC(OC)=CC=4)[N:14]=[C:15]([NH:16][CH:17]4[CH2:23][CH:22]5[N:24]([CH3:25])[CH:19]([CH2:20][CH2:21]5)[CH2:18]4)[C:8]=23)=[C:4]([F:37])[CH:3]=1.[F:38][C:39]1[CH:44]=[CH:43][C:42]([N:45]2[CH:50]=[CH:49][N:48]=[C:47]([C:51]([OH:53])=O)[C:46]2=[O:54])=[CH:41][CH:40]=1. (5) Given the product [O:1]1[C:3]2([CH2:4][CH2:5][N:6]([C:9]3[CH:14]=[CH:13][C:12]([N:15]4[CH2:19][C@H:18]([CH2:20][NH:21][C:22](=[O:24])[CH3:23])[O:17][C:16]4=[O:25])=[CH:11][C:10]=3[F:26])[CH2:7][CH2:8]2)[CH2:2][O:31][CH2:32][CH2:33]1, predict the reactants needed to synthesize it. The reactants are: [O:1]1[C:3]2([CH2:8][CH2:7][N:6]([C:9]3[CH:14]=[CH:13][C:12]([N:15]4[CH2:19][C@H:18]([CH2:20][NH:21][C:22](=[O:24])[CH3:23])[O:17][C:16]4=[O:25])=[CH:11][C:10]=3[F:26])[CH2:5][CH2:4]2)[CH2:2]1.B(F)(F)F.[O:31]1CC[CH2:33][CH2:32]1. (6) Given the product [NH2:1][C:2]1[N:3]=[C:4]([C:13]2[CH:18]=[CH:17][CH:16]=[CH:15][CH:14]=2)[C:5]([C:11]#[N:12])=[C:6]([S:8][CH2:10][CH2:21][C:22]2[CH:27]=[CH:26][CH:25]=[CH:24][N:23]=2)[N:7]=1, predict the reactants needed to synthesize it. The reactants are: [NH2:1][C:2]1[N:7]=[C:6]([S:8]([CH3:10])=O)[C:5]([C:11]#[N:12])=[C:4]([C:13]2[CH:18]=[CH:17][CH:16]=[CH:15][CH:14]=2)[N:3]=1.SC[CH2:21][C:22]1[CH:27]=[CH:26][CH:25]=[CH:24][N:23]=1.C1CCN2C(=NCCC2)CC1. (7) Given the product [F:1][C:2]1[CH:7]=[CH:6][CH:5]=[C:4]([F:8])[C:3]=1[N:9]1[C:14]2[N:15]=[C:16]([N:44]3[CH2:45][CH2:46][CH:42]([N:41]([CH3:47])[CH3:40])[CH2:43]3)[N:17]=[C:18]([C:19]3[CH:20]=[C:21]([CH:28]=[CH:29][C:30]=3[CH3:31])[C:22]([NH:24][CH:25]([CH3:27])[CH3:26])=[O:23])[C:13]=2[CH2:12][NH:11][C:10]1=[O:35], predict the reactants needed to synthesize it. The reactants are: [F:1][C:2]1[CH:7]=[CH:6][CH:5]=[C:4]([F:8])[C:3]=1[N:9]1[C:14]2[N:15]=[C:16](S(C)=O)[N:17]=[C:18]([C:19]3[CH:20]=[C:21]([CH:28]=[CH:29][C:30]=3[CH3:31])[C:22]([NH:24][CH:25]([CH3:27])[CH3:26])=[O:23])[C:13]=2[CH2:12][NH:11][C:10]1=[O:35].C(Cl)(Cl)Cl.[CH3:40][N:41]([CH3:47])[CH:42]1[CH2:46][CH2:45][NH:44][CH2:43]1.C(N(CC)C(C)C)(C)C.